The task is: Predict the reaction yield, written as a fraction of the theoretical maximum amount of product (1.0 means a 100% yield; for example, 0.34 means a 34% yield).. This data is from Reaction yield outcomes from USPTO patents with 853,638 reactions. (1) The reactants are Br[C:2]1[CH:6]=[C:5]([C:7]#[C:8][C:9]([CH3:12])([CH3:11])[CH3:10])[S:4][C:3]=1[C:13]([O:15][CH3:16])=[O:14].[NH2:17][C@@H:18]([C@@H:26]([O:28][CH3:29])[CH3:27])[C:19]([O:21][C:22]([CH3:25])([CH3:24])[CH3:23])=[O:20].C1C=CC(P(C2C(C3C(P(C4C=CC=CC=4)C4C=CC=CC=4)=CC=C4C=3C=CC=C4)=C3C(C=CC=C3)=CC=2)C2C=CC=CC=2)=CC=1.C(=O)([O-])[O-].[Cs+].[Cs+]. The catalyst is O1CCOCC1.C1C=CC(/C=C/C(/C=C/C2C=CC=CC=2)=O)=CC=1.C1C=CC(/C=C/C(/C=C/C2C=CC=CC=2)=O)=CC=1.C1C=CC(/C=C/C(/C=C/C2C=CC=CC=2)=O)=CC=1.[Pd].[Pd]. The product is [C:22]([O:21][C:19](=[O:20])[C@@H:18]([NH:17][C:2]1[CH:6]=[C:5]([C:7]#[C:8][C:9]([CH3:12])([CH3:11])[CH3:10])[S:4][C:3]=1[C:13]([O:15][CH3:16])=[O:14])[C@@H:26]([O:28][CH3:29])[CH3:27])([CH3:24])([CH3:23])[CH3:25]. The yield is 0.670. (2) The reactants are [Br:1][C:2]1[CH:3]=[C:4]([N+:12]([O-:14])=[O:13])[C:5](C)=[C:6]([CH:10]=1)[C:7]([OH:9])=[O:8].IC.[C:17](=O)([O-])[O-].[Na+].[Na+]. The catalyst is CN(C=O)C. The product is [Br:1][C:2]1[CH:10]=[C:6]([CH:5]=[C:4]([N+:12]([O-:14])=[O:13])[CH:3]=1)[C:7]([O:9][CH3:17])=[O:8]. The yield is 0.950. (3) The reactants are [Cl:1][CH2:2][CH:3]1[C:11]2[C:10]3[CH:12]=[CH:13][CH:14]=[CH:15][C:9]=3[C:8]([N+:16]([O-:18])=[O:17])=[CH:7][C:6]=2[NH:5][CH2:4]1.[N+:19]([O-])([O-:21])=[O:20].[K+]. The catalyst is OS(O)(=O)=O. The product is [Cl:1][CH2:2][CH:3]1[C:11]2[C:10]3[CH:12]=[CH:13][CH:14]=[C:15]([N+:19]([O-:21])=[O:20])[C:9]=3[C:8]([N+:16]([O-:18])=[O:17])=[CH:7][C:6]=2[NH:5][CH2:4]1. The yield is 0.760. (4) The reactants are Br[C:2]1[N:6]2[CH:7]=[CH:8][C:9]([C:11]3[S:12][CH:13]=[CH:14][N:15]=3)=[CH:10][C:5]2=[N:4][CH:3]=1.Cl.[NH2:17][C:18]1[CH:23]=[CH:22][C:21](B(O)O)=[CH:20][CH:19]=1. The catalyst is O1CCOCC1.C(=O)([O-])[O-].[Na+].[Na+].C(OCC)(=O)C.[Pd].C1(P(C2C=CC=CC=2)C2C=CC=CC=2)C=CC=CC=1.C1(P(C2C=CC=CC=2)C2C=CC=CC=2)C=CC=CC=1.C1(P(C2C=CC=CC=2)C2C=CC=CC=2)C=CC=CC=1.C1(P(C2C=CC=CC=2)C2C=CC=CC=2)C=CC=CC=1. The product is [S:12]1[CH:13]=[CH:14][N:15]=[C:11]1[C:9]1[CH:8]=[CH:7][N:6]2[C:2]([C:21]3[CH:22]=[CH:23][C:18]([NH2:17])=[CH:19][CH:20]=3)=[CH:3][N:4]=[C:5]2[CH:10]=1. The yield is 0.670. (5) The product is [C:1]([O:4][C:5]1[CH:13]=[CH:12][C:11]([Cl:14])=[CH:10][C:6]=1[C:7]([NH:15][N:16]1[CH:21]=[CH:20][CH:19]=[CH:18][NH:17]1)=[O:9])(=[O:3])[CH3:2]. No catalyst specified. The yield is 0.197. The reactants are [C:1]([O:4][C:5]1[CH:13]=[CH:12][C:11]([Cl:14])=[CH:10][C:6]=1[C:7]([OH:9])=O)(=[O:3])[CH3:2].[NH2:15][N:16]1[CH:21]=[CH:20][CH:19]=[CH:18][NH:17]1. (6) The reactants are [CH2:1]([N:3]([CH2:19][CH3:20])[CH2:4][CH2:5][N:6]1[CH2:11][CH2:10][C:9]2[NH:12][C:13]([CH:16]=O)=[C:14]([CH3:15])[C:8]=2[C:7]1=[O:18])[CH3:2].[CH3:21][C:22]1[CH:30]=[CH:29][CH:28]=[C:27]2[C:23]=1[CH2:24][C:25](=[O:31])[NH:26]2. No catalyst specified. The yield is 0.525. The product is [CH2:1]([N:3]([CH2:19][CH3:20])[CH2:4][CH2:5][N:6]1[CH2:11][CH2:10][C:9]2[NH:12][C:13]([CH:16]=[C:24]3[C:23]4[C:27](=[CH:28][CH:29]=[CH:30][C:22]=4[CH3:21])[NH:26][C:25]3=[O:31])=[C:14]([CH3:15])[C:8]=2[C:7]1=[O:18])[CH3:2].